This data is from Catalyst prediction with 721,799 reactions and 888 catalyst types from USPTO. The task is: Predict which catalyst facilitates the given reaction. (1) Reactant: Br[C:2]1[CH:3]=[CH:4][C:5]([C:8]2[N:12]([CH3:13])[N:11]=[N:10][N:9]=2)=[N:6][CH:7]=1.[B:14]1([B:14]2[O:18][C:17]([CH3:20])([CH3:19])[C:16]([CH3:22])([CH3:21])[O:15]2)[O:18][C:17]([CH3:20])([CH3:19])[C:16]([CH3:22])([CH3:21])[O:15]1.CC([O-])=O.[K+]. Product: [CH3:13][N:12]1[C:8]([C:5]2[CH:4]=[CH:3][C:2]([B:14]3[O:18][C:17]([CH3:20])([CH3:19])[C:16]([CH3:22])([CH3:21])[O:15]3)=[CH:7][N:6]=2)=[N:9][N:10]=[N:11]1. The catalyst class is: 12. (2) Reactant: Cl.C(OC([N:9](C(OC(C)(C)C)=O)[C:10]1[C:19]([NH:20][C:21]([C:23]2[CH:28]=[N:27][CH:26]=[CH:25][N:24]=2)=[O:22])=[CH:18][CH:17]=[CH:16][C:11]=1[C:12]([O:14][CH3:15])=[O:13])=O)(C)(C)C. Product: [NH2:9][C:10]1[C:19]([NH:20][C:21]([C:23]2[CH:28]=[N:27][CH:26]=[CH:25][N:24]=2)=[O:22])=[CH:18][CH:17]=[CH:16][C:11]=1[C:12]([O:14][CH3:15])=[O:13]. The catalyst class is: 5. (3) Product: [Cl:1][C:2]1[CH:3]=[C:4]([C@H:9]2[C:18]3[C:13](=[CH:14][CH:15]=[CH:16][CH:17]=3)[CH:12]([OH:19])[CH:11]([CH:20]([NH:23][CH3:22])[CH3:21])[CH2:10]2)[CH:5]=[CH:6][C:7]=1[Cl:8]. Reactant: [Cl:1][C:2]1[CH:3]=[C:4]([C@H:9]2[C:18]3[C:13](=[CH:14][CH:15]=[CH:16][CH:17]=3)[C:12](=[O:19])/[C:11](=[CH:20]/[CH3:21])/[CH2:10]2)[CH:5]=[CH:6][C:7]=1[Cl:8].[CH3:22][NH2:23].[BH4-].[Na+]. The catalyst class is: 1.